This data is from Catalyst prediction with 721,799 reactions and 888 catalyst types from USPTO. The task is: Predict which catalyst facilitates the given reaction. (1) Reactant: [F:1][CH:2]([F:30])[C:3]1[N:7]([C:8]2[N:13]=[C:12]([N:14]3[CH2:19][CH2:18][O:17][CH2:16][CH2:15]3)[N:11]=[C:10]([N:20]3[CH2:25][CH2:24][NH:23][CH2:22][CH2:21]3)[N:9]=2)[C:6]2[CH:26]=[CH:27][CH:28]=[CH:29][C:5]=2[N:4]=1.CCN(CC)CC.[CH3:38][S:39](Cl)(=[O:41])=[O:40].O. Product: [F:30][CH:2]([F:1])[C:3]1[N:7]([C:8]2[N:9]=[C:10]([N:20]3[CH2:21][CH2:22][N:23]([S:39]([CH3:38])(=[O:41])=[O:40])[CH2:24][CH2:25]3)[N:11]=[C:12]([N:14]3[CH2:19][CH2:18][O:17][CH2:16][CH2:15]3)[N:13]=2)[C:6]2[CH:26]=[CH:27][CH:28]=[CH:29][C:5]=2[N:4]=1. The catalyst class is: 1. (2) Reactant: CC(C)([O-])C.[Na+].C[O:8][C:9](=O)[CH:10]=[CH:11][C:12](=[C:18]([NH2:22])[CH:19]([CH3:21])[CH3:20])[C:13]([O:15][CH2:16][CH3:17])=[O:14].CCCCCC.C(OCC)C. Product: [CH2:16]([O:15][C:13](=[O:14])[C:12]1[CH:11]=[CH:10][C:9]([OH:8])=[N:22][C:18]=1[CH:19]([CH3:21])[CH3:20])[CH3:17]. The catalyst class is: 8. (3) Reactant: [Cl:1][C:2]1[CH:3]=[C:4]([C:8](=[O:11])[CH2:9][CH3:10])[CH:5]=[CH:6][CH:7]=1.[Br:12]Br. Product: [Cl:1][C:2]1[CH:3]=[C:4]([C:8](=[O:11])[CH:9]([Br:12])[CH3:10])[CH:5]=[CH:6][CH:7]=1. The catalyst class is: 115. (4) Reactant: [Cl:1][C:2]1[CH:7]=[CH:6][N:5]=[C:4]([NH2:8])[N:3]=1.[Cl:9]N1C(=O)N(Cl)C(=O)N(Cl)C1=O.[OH-].[Na+].C([O-])(O)=O.[Na+]. Product: [Cl:1][C:2]1[C:7]([Cl:9])=[CH:6][N:5]=[C:4]([NH2:8])[N:3]=1. The catalyst class is: 211. (5) Reactant: [C:1]([O:5][C:6](=[O:22])[NH:7][C:8]([CH2:20][NH2:21])([C:12]1[CH:17]=[C:16]([Br:18])[CH:15]=[CH:14][C:13]=1[F:19])[CH:9]([F:11])[F:10])([CH3:4])([CH3:3])[CH3:2].Br[CH2:24][C:25]([O:27][C:28]([CH3:31])([CH3:30])[CH3:29])=[O:26].CCN(C(C)C)C(C)C. Product: [C:28]([O:27][C:25](=[O:26])[CH2:24][NH:21][CH2:20][C:8]([C:12]1[CH:17]=[C:16]([Br:18])[CH:15]=[CH:14][C:13]=1[F:19])([NH:7][C:6]([O:5][C:1]([CH3:4])([CH3:2])[CH3:3])=[O:22])[CH:9]([F:11])[F:10])([CH3:31])([CH3:30])[CH3:29]. The catalyst class is: 290. (6) Product: [CH2:17]([N:5]1[CH:6]=[CH:7][CH:8]=[C:3]([CH2:2][OH:1])[C:4]1=[O:9])[CH2:18][CH2:19][CH3:20]. Reactant: [OH:1][CH2:2][C:3]1[C:4](=[O:9])[NH:5][CH:6]=[CH:7][CH:8]=1.C(=O)([O-])[O-].[K+].[K+].I[CH2:17][CH2:18][CH2:19][CH3:20]. The catalyst class is: 3.